Dataset: Forward reaction prediction with 1.9M reactions from USPTO patents (1976-2016). Task: Predict the product of the given reaction. Given the reactants [Cl:1][C:2]1[CH:3]=[C:4]([CH2:9][OH:10])[CH:5]=[C:6]([Cl:8])[CH:7]=1.N1C(C)=CC=CC=1C.O([Si:27]([CH:34]([CH3:36])[CH3:35])([CH:31]([CH3:33])[CH3:32])[CH:28]([CH3:30])[CH3:29])S(C(F)(F)F)(=O)=O, predict the reaction product. The product is: [Cl:1][C:2]1[CH:3]=[C:4]([CH:5]=[C:6]([Cl:8])[CH:7]=1)[CH2:9][O:10][Si:27]([CH:34]([CH3:36])[CH3:35])([CH:31]([CH3:33])[CH3:32])[CH:28]([CH3:30])[CH3:29].